From a dataset of Forward reaction prediction with 1.9M reactions from USPTO patents (1976-2016). Predict the product of the given reaction. (1) Given the reactants [OH:1][CH2:2][CH:3]1[CH2:8][CH2:7][N:6]([C:9]2[CH:14]=[CH:13][C:12]([C:15]3[CH:20]=[CH:19][N:18]([CH2:21][CH2:22][C@:23]([S:35]([CH3:38])(=[O:37])=[O:36])([CH3:34])[C:24]([NH:26][O:27]C4CCCCO4)=[O:25])[C:17](=[O:39])[CH:16]=3)=[CH:11][CH:10]=2)[CH2:5][CH2:4]1.[ClH:40].O1CCOCC1, predict the reaction product. The product is: [ClH:40].[OH:27][NH:26][C:24](=[O:25])[C@@:23]([S:35]([CH3:38])(=[O:37])=[O:36])([CH3:34])[CH2:22][CH2:21][N:18]1[CH:19]=[CH:20][C:15]([C:12]2[CH:11]=[CH:10][C:9]([N:6]3[CH2:7][CH2:8][CH:3]([CH2:2][OH:1])[CH2:4][CH2:5]3)=[CH:14][CH:13]=2)=[CH:16][C:17]1=[O:39]. (2) Given the reactants [CH3:1][C:2]1[CH:11]=[CH:10][C:9]([N:12]2[CH2:17][CH2:16][N:15]([CH3:18])[CH2:14][CH2:13]2)=[C:8]2[C:3]=1[CH2:4][CH2:5][C@@H:6]([NH:19][C:20](=[O:33])[C:21]1[CH:26]=[CH:25][C:24]([N:27]3[CH2:32][CH2:31][O:30][CH2:29][CH2:28]3)=[CH:23][CH:22]=1)[CH2:7]2.N1C=CN=C1.[BrH:39].C(O)(=O)C, predict the reaction product. The product is: [BrH:39].[CH3:1][C:2]1[CH:11]=[CH:10][C:9]([N:12]2[CH2:17][CH2:16][N:15]([CH3:18])[CH2:14][CH2:13]2)=[C:8]2[C:3]=1[CH2:4][CH2:5][C@@H:6]([NH:19][C:20](=[O:33])[C:21]1[CH:26]=[CH:25][C:24]([N:27]3[CH2:32][CH2:31][O:30][CH2:29][CH2:28]3)=[CH:23][CH:22]=1)[CH2:7]2.